Dataset: Peptide-MHC class I binding affinity with 185,985 pairs from IEDB/IMGT. Task: Regression. Given a peptide amino acid sequence and an MHC pseudo amino acid sequence, predict their binding affinity value. This is MHC class I binding data. (1) The peptide sequence is TESDAIRTL. The MHC is HLA-A01:01 with pseudo-sequence HLA-A01:01. The binding affinity (normalized) is 0.0847. (2) The peptide sequence is KVFSFWLLCK. The MHC is HLA-A68:02 with pseudo-sequence HLA-A68:02. The binding affinity (normalized) is 0.00117.